The task is: Predict the product of the given reaction.. This data is from Forward reaction prediction with 1.9M reactions from USPTO patents (1976-2016). (1) Given the reactants C[O:2][C:3](=[O:24])[C:4]1[CH:9]=[C:8]([C:10]#[C:11][C:12]2[CH:17]=[CH:16][CH:15]=[CH:14][C:13]=2[O:18][CH3:19])[CH:7]=[CH:6][C:5]=1[O:20][CH:21]([CH3:23])[CH3:22], predict the reaction product. The product is: [CH:21]([O:20][C:5]1[CH:6]=[CH:7][C:8]([C:10]#[C:11][C:12]2[CH:17]=[CH:16][CH:15]=[CH:14][C:13]=2[O:18][CH3:19])=[CH:9][C:4]=1[C:3]([OH:24])=[O:2])([CH3:23])[CH3:22]. (2) Given the reactants CN(C)CC#CC1C=C([C@@H]2[C@@H](C3C=CC=C(F)C=3)OC(=O)N2)C=NC=1.Br[C:27]1[CH:28]=[C:29]([C@@H:34]2[C@@H:38]([C:39]3[CH:44]=[CH:43][CH:42]=[C:41]([F:45])[CH:40]=3)[O:37][C:36](=[O:46])[NH:35]2)[C:30]([F:33])=[N:31][CH:32]=1.[C:47]([CH:49]1[CH2:52][C:51]([F:54])([F:53])[CH2:50]1)#[CH:48], predict the reaction product. The product is: [F:53][C:51]1([F:54])[CH2:52][CH:49]([C:47]#[C:48][C:27]2[CH:28]=[C:29]([C@@H:34]3[C@@H:38]([C:39]4[CH:44]=[CH:43][CH:42]=[C:41]([F:45])[CH:40]=4)[O:37][C:36](=[O:46])[NH:35]3)[C:30]([F:33])=[N:31][CH:32]=2)[CH2:50]1. (3) Given the reactants Br[C:2]1[C:10]2[N:9]3[CH2:11][CH2:12][CH2:13][NH:14][C:15](=[O:16])[C:8]3=[C:7]([CH3:17])[C:6]=2[CH:5]=[C:4]([C:18]#[N:19])[CH:3]=1.[Cl:20][C:21]1[CH:22]=[C:23](B(O)O)[CH:24]=[CH:25][C:26]=1[Cl:27], predict the reaction product. The product is: [Cl:20][C:21]1[CH:22]=[C:23]([C:2]2[C:10]3[N:9]4[CH2:11][CH2:12][CH2:13][NH:14][C:15](=[O:16])[C:8]4=[C:7]([CH3:17])[C:6]=3[CH:5]=[C:4]([C:18]#[N:19])[CH:3]=2)[CH:24]=[CH:25][C:26]=1[Cl:27]. (4) Given the reactants [Br:1][C:2]1[CH:3]=[CH:4][C:5]([O:9][CH:10]([CH:14]([CH3:16])[CH3:15])[CH:11]([CH3:13])[CH3:12])=[C:6]([CH:8]=1)[NH2:7].[N:17]([C:20]1[CH:25]=[CH:24][C:23]([CH3:26])=[CH:22][CH:21]=1)=[C:18]=[O:19], predict the reaction product. The product is: [Br:1][C:2]1[CH:3]=[CH:4][C:5]([O:9][CH:10]([CH:14]([CH3:16])[CH3:15])[CH:11]([CH3:12])[CH3:13])=[C:6]([NH:7][C:18]([NH:17][C:20]2[CH:25]=[CH:24][C:23]([CH3:26])=[CH:22][CH:21]=2)=[O:19])[CH:8]=1. (5) Given the reactants Cl.Cl.Cl.[O:4]1[C:12]2[CH:11]=[CH:10][N:9]=[C:8]([N:13]3[CH2:18][CH2:17][N:16]([CH2:19][CH2:20][C@H:21]4[CH2:26][CH2:25][C@H:24]([NH2:27])[CH2:23][CH2:22]4)[CH2:15][CH2:14]3)[C:7]=2[CH:6]=[CH:5]1.CCN(CC)CC.[CH3:35][N:36]([CH3:41])[S:37](Cl)(=[O:39])=[O:38].O, predict the reaction product. The product is: [O:4]1[C:12]2[CH:11]=[CH:10][N:9]=[C:8]([N:13]3[CH2:18][CH2:17][N:16]([CH2:19][CH2:20][C@H:21]4[CH2:26][CH2:25][C@H:24]([NH:27][S:37]([N:36]([CH3:41])[CH3:35])(=[O:39])=[O:38])[CH2:23][CH2:22]4)[CH2:15][CH2:14]3)[C:7]=2[CH:6]=[CH:5]1. (6) Given the reactants [CH3:1][O:2][C:3]1[C:7]2[C:8](=[O:25])[N:9]([CH2:16][C:17](=[O:24])[C:18]3[CH:23]=[CH:22][CH:21]=[CH:20][CH:19]=3)[C:10]3[CH:11]=[CH:12][CH:13]=[CH:14][C:15]=3[C:6]=2[N:5]([CH3:26])[C:4]=1[C:27]([NH:29][CH:30]1[CH2:35][CH2:34][NH:33][CH2:32][CH2:31]1)=[O:28].F[C:37]1[CH:44]=[CH:43][CH:42]=[CH:41][C:38]=1[C:39]#[N:40].C(N(CC)CC)C.BrC1C=CC=CC=1C#N.C(=O)([O-])[O-].[K+].[K+], predict the reaction product. The product is: [C:39]([C:38]1[CH:41]=[CH:42][CH:43]=[CH:44][C:37]=1[N:33]1[CH2:32][CH2:31][CH:30]([NH:29][C:27]([C:4]2[N:5]([CH3:26])[C:6]3[C:15]4[CH:14]=[CH:13][CH:12]=[CH:11][C:10]=4[N:9]([CH2:16][C:17](=[O:24])[C:18]4[CH:23]=[CH:22][CH:21]=[CH:20][CH:19]=4)[C:8](=[O:25])[C:7]=3[C:3]=2[O:2][CH3:1])=[O:28])[CH2:35][CH2:34]1)#[N:40]. (7) Given the reactants [F:1][C:2]1[C:29]([NH:30][S:31]([CH2:34][CH2:35][CH3:36])(=[O:33])=[O:32])=[CH:28][CH:27]=[C:26]([F:37])[C:3]=1[C:4]([NH:6][C:7]1[CH:8]=[C:9]2[CH:15]=[C:14](I)[N:13](S(C3C=CC=CC=3)(=O)=O)[C:10]2=[N:11][CH:12]=1)=[O:5].FC1C(NS(CCC)(=O)=O)=CC=C(F)C=1[C:41]([NH:43]C1C=C2C(I)=CN(S(C3C=CC=CC=3)(=O)=O)C2=NC=1)=O, predict the reaction product. The product is: [C:41]([C:14]1[NH:13][C:10]2=[N:11][CH:12]=[C:7]([NH:6][C:4](=[O:5])[C:3]3[C:26]([F:37])=[CH:27][CH:28]=[C:29]([NH:30][S:31]([CH2:34][CH2:35][CH3:36])(=[O:33])=[O:32])[C:2]=3[F:1])[CH:8]=[C:9]2[CH:15]=1)#[N:43]. (8) Given the reactants Br[C:2]1[C:7]2[S:8][CH:9]=[CH:10][C:6]=2[CH:5]=[CH:4][CH:3]=1.[B:11]1([B:11]2[O:15][C:14]([CH3:17])([CH3:16])[C:13]([CH3:19])([CH3:18])[O:12]2)[O:15][C:14]([CH3:17])([CH3:16])[C:13]([CH3:19])([CH3:18])[O:12]1.C([O-])(=O)C.[K+], predict the reaction product. The product is: [S:8]1[CH:9]=[CH:10][C:6]2[CH:5]=[CH:4][CH:3]=[C:2]([B:11]3[O:15][C:14]([CH3:17])([CH3:16])[C:13]([CH3:19])([CH3:18])[O:12]3)[C:7]1=2. (9) Given the reactants Cl[C:2]1[N:7]2[N:8]=[C:9]([CH:11]3[CH2:13][CH2:12]3)[CH:10]=[C:6]2[N:5]=[C:4]([NH:14][C:15](=[O:26])[C:16]2[CH:21]=[CH:20][C:19]([C:22]([OH:25])([CH3:24])[CH3:23])=[CH:18][CH:17]=2)[CH:3]=1.[OH:27][CH:28]1[CH2:33][CH2:32][NH:31][CH2:30][CH2:29]1.CN1C(=O)CCC1, predict the reaction product. The product is: [CH:11]1([C:9]2[CH:10]=[C:6]3[N:5]=[C:4]([NH:14][C:15](=[O:26])[C:16]4[CH:21]=[CH:20][C:19]([C:22]([OH:25])([CH3:24])[CH3:23])=[CH:18][CH:17]=4)[CH:3]=[C:2]([N:31]4[CH2:32][CH2:33][CH:28]([OH:27])[CH2:29][CH2:30]4)[N:7]3[N:8]=2)[CH2:13][CH2:12]1. (10) Given the reactants [C:1]([C:4]1[CH:5]=[C:6]([NH:10][C:11](=O)[CH2:12][CH2:13][CH2:14][C:15]([NH:17][C:18]2[CH:23]=[CH:22][CH:21]=[C:20]([C:24](=[O:26])[CH3:25])[CH:19]=2)=O)[CH:7]=[CH:8][CH:9]=1)(=[O:3])[CH3:2].[C:28]([NH:31][NH2:32])([NH2:30])=[NH:29].[ClH:33], predict the reaction product. The product is: [ClH:33].[ClH:33].[C:28]([NH:31][N:32]=[C:15]([NH:17][C:18]1[CH:23]=[CH:22][CH:21]=[C:20]([C:24](=[O:26])[CH3:25])[CH:19]=1)[CH2:14][CH2:13][CH2:12][C:11](=[N:32][NH:31][C:28](=[NH:29])[NH2:30])[NH:10][C:6]1[CH:7]=[CH:8][CH:9]=[C:4]([C:1](=[O:3])[CH3:2])[CH:5]=1)(=[NH:30])[NH2:29].